From a dataset of Blood-brain barrier penetration binary classification data from Martins et al.. Regression/Classification. Given a drug SMILES string, predict its absorption, distribution, metabolism, or excretion properties. Task type varies by dataset: regression for continuous measurements (e.g., permeability, clearance, half-life) or binary classification for categorical outcomes (e.g., BBB penetration, CYP inhibition). Dataset: bbb_martins. (1) The molecule is CCC(=O)C(CCN(C)C)(c1ccccc1)c1ccccc1. The result is 1 (penetrates BBB). (2) The compound is O=C(OCC(Cl)(Cl)Cl)OCC(Cl)(Cl)Cl. The result is 1 (penetrates BBB). (3) The drug is Cc1cn([C@H]2C[C@H](N=[N+]=[N-])[C@@H](CO)O2)c(=O)[nH]c1=O. The result is 0 (does not penetrate BBB). (4) The compound is CCN(CC)C(C)CN1c2ccccc2Sc2ccccc21. The result is 1 (penetrates BBB).